Dataset: Forward reaction prediction with 1.9M reactions from USPTO patents (1976-2016). Task: Predict the product of the given reaction. (1) Given the reactants O[C@@H:2]1[CH2:6][CH2:5][N:4]([C:7]2[CH:12]=[CH:11][CH:10]=[CH:9][CH:8]=2)[C:3]1=[O:13].CCN(C(C)C)C(C)C.S(OS(C(F)(F)F)(=O)=O)(C(F)(F)F)(=O)=O.[Cl:38][C:39]1[CH:40]=[C:41]([C@H:46]2[CH2:50][CH2:49][NH:48][CH2:47]2)[CH:42]=[C:43]([Cl:45])[CH:44]=1, predict the reaction product. The product is: [Cl:38][C:39]1[CH:40]=[C:41]([C@H:46]2[CH2:50][CH2:49][N:48]([C@H:2]3[CH2:6][CH2:5][N:4]([C:7]4[CH:12]=[CH:11][CH:10]=[CH:9][CH:8]=4)[C:3]3=[O:13])[CH2:47]2)[CH:42]=[C:43]([Cl:45])[CH:44]=1. (2) Given the reactants [F:1][C:2]1[CH:3]=[C:4]([C:8]#[C:9][C:10]2[CH:18]=[CH:17][C:13]([C:14](O)=[O:15])=[CH:12][CH:11]=2)[CH:5]=[CH:6][CH:7]=1.O=S(Cl)[Cl:21], predict the reaction product. The product is: [F:1][C:2]1[CH:3]=[C:4]([C:8]#[C:9][C:10]2[CH:18]=[CH:17][C:13]([C:14]([Cl:21])=[O:15])=[CH:12][CH:11]=2)[CH:5]=[CH:6][CH:7]=1. (3) Given the reactants [F:1][C:2]1[CH:3]=[N:4][C:5]([NH:11][CH2:12][CH2:13][C:14]2[CH:19]=[CH:18][CH:17]=[CH:16][CH:15]=2)=[C:6]([CH:10]=1)[C:7]([OH:9])=O.[NH2:20][CH:21]1[CH2:26][CH2:25][CH:24]([NH:27][C:28]([C:30]2[N:31]=[C:32]3[CH:37]=[CH:36][C:35]([F:38])=[CH:34][N:33]3[CH:39]=2)=[O:29])[CH2:23][CH2:22]1, predict the reaction product. The product is: [F:38][C:35]1[CH:36]=[CH:37][C:32]2[N:33]([CH:39]=[C:30]([C:28]([NH:27][C@H:24]3[CH2:25][CH2:26][C@@H:21]([NH:20][C:7]([C:6]4[C:5]([NH:11][CH2:12][CH2:13][C:14]5[CH:19]=[CH:18][CH:17]=[CH:16][CH:15]=5)=[N:4][CH:3]=[C:2]([F:1])[CH:10]=4)=[O:9])[CH2:22][CH2:23]3)=[O:29])[N:31]=2)[CH:34]=1. (4) The product is: [Cl:1][C:2]1[CH:3]=[C:4]([CH:9]=[C:10]([N:14]([CH3:13])[S:15]([CH3:18])(=[O:17])=[O:16])[N:11]=1)[C:5]([OH:7])=[O:6]. Given the reactants [Cl:1][C:2]1[CH:3]=[C:4]([CH:9]=[C:10](Cl)[N:11]=1)[C:5]([O:7]C)=[O:6].[CH3:13][NH:14][S:15]([CH3:18])(=[O:17])=[O:16], predict the reaction product. (5) Given the reactants [Cl:1][CH2:2][CH2:3][N:4]([CH2:30][CH2:31][Cl:32])[C:5]1[CH:10]=[CH:9][C:8]([NH:11][C:12](=[O:29])[NH:13][C:14]2[CH:15]=[C:16]([NH:20][C:21](=[O:28])[CH2:22][N:23]3[CH2:27]CC[CH2:24]3)[CH:17]=[CH:18][CH:19]=2)=[CH:7][CH:6]=1.Cl.ClCCN(CCCl)C1C=CC(NC(=O)NC2C=C(NC(=O)CCl)C=CC=2)=CC=1.N1CCCC1, predict the reaction product. The product is: [ClH:1].[Cl:1][CH2:2][CH2:3][N:4]([CH2:30][CH2:31][Cl:32])[C:5]1[CH:10]=[CH:9][C:8]([NH:11][C:12](=[O:29])[NH:13][C:14]2[CH:15]=[C:16]([NH:20][C:21](=[O:28])[CH2:22][N:23]([CH3:27])[CH3:24])[CH:17]=[CH:18][CH:19]=2)=[CH:7][CH:6]=1. (6) Given the reactants [F:1][C:2]([F:13])([F:12])[O:3][C:4]1[CH:9]=[CH:8][C:7]([CH2:10][OH:11])=[CH:6][CH:5]=1.[H-].[Na+].Cl[C:17]1[CH:26]=[CH:25][C:24]2[C:19](=[CH:20][CH:21]=[C:22]([O:27][CH:28]3[CH2:33][CH2:32][CH2:31][CH2:30][O:29]3)[CH:23]=2)[N:18]=1.[Cl-].[NH4+], predict the reaction product. The product is: [O:29]1[CH2:30][CH2:31][CH2:32][CH2:33][CH:28]1[O:27][C:22]1[CH:23]=[C:24]2[C:19](=[CH:20][CH:21]=1)[N:18]=[C:17]([O:11][CH2:10][C:7]1[CH:6]=[CH:5][C:4]([O:3][C:2]([F:12])([F:13])[F:1])=[CH:9][CH:8]=1)[CH:26]=[CH:25]2. (7) Given the reactants [I:1][C:2]1[CH:7]=[CH:6][CH:5]=[CH:4][C:3]=1[NH:8][C:9](=[O:13])[C:10]#[C:11][CH3:12].C(=O)([O-])[O-].[Cs+].[Cs+].[CH3:20][O:21][C:22](=[O:31])[C:23]1[CH:28]=[CH:27][CH:26]=[C:25]([CH2:29]Br)[CH:24]=1, predict the reaction product. The product is: [CH3:20][O:21][C:22](=[O:31])[C:23]1[CH:28]=[CH:27][CH:26]=[C:25]([CH2:29][N:8]([C:3]2[CH:4]=[CH:5][CH:6]=[CH:7][C:2]=2[I:1])[C:9](=[O:13])[C:10]#[C:11][CH3:12])[CH:24]=1. (8) Given the reactants [CH3:1][C:2]1[S:6][C:5]([C:7]([OH:9])=[O:8])=[CH:4][CH:3]=1.OS(O)(=O)=O.[CH2:15](O)[CH3:16], predict the reaction product. The product is: [CH2:15]([O:8][C:7]([C:5]1[S:6][C:2]([CH3:1])=[CH:3][CH:4]=1)=[O:9])[CH3:16]. (9) Given the reactants [Br:1][C:2]1[C:3]([O:17][CH3:18])=[C:4]([C:13]([O:15][CH3:16])=[O:14])[C:5]2[N:6]=[CH:7][C:8](=[O:12])[NH:9][C:10]=2[CH:11]=1.C(N(CC)CC)C.[S:26](O[S:26]([C:29]([F:32])([F:31])[F:30])(=[O:28])=[O:27])([C:29]([F:32])([F:31])[F:30])(=[O:28])=[O:27], predict the reaction product. The product is: [Br:1][C:2]1[C:3]([O:17][CH3:18])=[C:4]([C:13]([O:15][CH3:16])=[O:14])[C:5]2[N:6]=[CH:7][C:8]([O:12][S:26]([C:29]([F:32])([F:31])[F:30])(=[O:28])=[O:27])=[N:9][C:10]=2[CH:11]=1. (10) The product is: [Cl:1][C:2]1[CH:3]=[CH:4][C:5]([N:8]2[C:16]([C:17]([CH:19]3[CH2:24][CH2:23][CH2:22][CH2:21][CH2:20]3)([O:18][Si:28]([CH3:30])([CH3:29])[CH3:27])[C:33]#[N:35])=[C:15]3[C:10]([CH:11]=[C:12]([F:26])[C:13]([F:25])=[CH:14]3)=[N:9]2)=[CH:6][CH:7]=1. Given the reactants [Cl:1][C:2]1[CH:7]=[CH:6][C:5]([N:8]2[C:16]([C:17]([CH:19]3[CH2:24][CH2:23][CH2:22][CH2:21][CH2:20]3)=[O:18])=[C:15]3[C:10]([CH:11]=[C:12]([F:26])[C:13]([F:25])=[CH:14]3)=[N:9]2)=[CH:4][CH:3]=1.[CH3:27][Si:28](C#N)([CH3:30])[CH3:29].[CH2:33]([N:35](CC)CC)C, predict the reaction product.